Dataset: Full USPTO retrosynthesis dataset with 1.9M reactions from patents (1976-2016). Task: Predict the reactants needed to synthesize the given product. (1) Given the product [N:1]1([C:8]2[CH:13]=[C:12]([Cl:14])[N:11]=[C:10]([NH:15][C@H:16]3[CH2:20][CH2:19][N:18]([CH:21]4[CH2:30][CH2:29][C:24](=[O:25])[CH2:23][CH2:22]4)[C@@H:17]3[CH2:31][CH2:32][CH2:33][N:34]=[N+:35]=[N-:36])[N:9]=2)[CH2:2][CH2:3][CH2:4][CH2:5][CH2:6][CH2:7]1, predict the reactants needed to synthesize it. The reactants are: [N:1]1([C:8]2[CH:13]=[C:12]([Cl:14])[N:11]=[C:10]([NH:15][C@H:16]3[CH2:20][CH2:19][N:18]([CH:21]4[CH2:30][CH2:29][C:24]5(OCC[O:25]5)[CH2:23][CH2:22]4)[C@@H:17]3[CH2:31][CH2:32][CH2:33][N:34]=[N+:35]=[N-:36])[N:9]=2)[CH2:7][CH2:6][CH2:5][CH2:4][CH2:3][CH2:2]1.FC(F)(F)C(O)=O. (2) Given the product [Cl:1][C:2]1[CH:37]=[CH:36][C:5]([C:6]2[C:8]3[CH:13]=[CH:12][CH:11]=[CH:10][C:9]=3[C:14]3=[C:18]([CH3:19])[O:17][N:16]=[C:15]3[C@H:20]([CH2:21][C:22]([O:24][C:25]([CH3:28])([CH3:27])[CH3:26])=[O:23])[N:29]=2)=[CH:4][CH:3]=1, predict the reactants needed to synthesize it. The reactants are: [Cl:1][C:2]1[CH:37]=[CH:36][C:5]([C:6]([C:8]2[CH:13]=[CH:12][CH:11]=[CH:10][C:9]=2[C:14]2[C:15]([C@@H:20]([NH:29][S@@](C(C)(C)C)=O)[CH2:21][C:22]([O:24][C:25]([CH3:28])([CH3:27])[CH3:26])=[O:23])=[N:16][O:17][C:18]=2[CH3:19])=O)=[CH:4][CH:3]=1.C(Cl)(=O)C.C([O-])(=O)C.ClC1C=CC(C2C3C=CC=CC=3C3=C(C)ON=C3[C@H](CC(OCC)=O)N=2)=CC=1. (3) The reactants are: CO[CH:3]1[CH:7]=[CH:6][CH:5]([O:8]C)O1.[CH2:10]1[N:15]([C:16]2[CH:21]=[CH:20][C:19]([N:22]3[C:26](=[O:27])[O:25][C@@H:24]([CH2:28][NH2:29])[CH2:23]3)=[CH:18][C:17]=2[F:30])[CH2:14][CH2:13][O:12][CH2:11]1. Given the product [F:30][C:17]1[CH:18]=[C:19]([N:22]2[CH2:23][C@H:24]([CH2:28][N:29]3[CH:3]=[CH:7][CH2:6][C:5]3=[O:8])[O:25][C:26]2=[O:27])[CH:20]=[CH:21][C:16]=1[N:15]1[CH2:14][CH2:13][O:12][CH2:11][CH2:10]1, predict the reactants needed to synthesize it. (4) Given the product [I:3][C:4]1[N:21]=[C:20]2[C:7](=[N:8][CH2:9][N:10]2[C@@H:11]2[O:19][C@H:16]([CH2:17][OH:18])[C@@H:14]([OH:15])[C@H:12]2[OH:13])[C:6]([NH:2][CH3:1])([NH2:22])[N:5]=1, predict the reactants needed to synthesize it. The reactants are: [CH3:1][NH2:2].[I:3][C:4]1[N:5]=[C:6]([NH2:22])[C:7]2[N:8]=[CH:9][N:10]([C:20]=2[N:21]=1)[C@@H:11]1[O:19][C@H:16]([CH2:17][OH:18])[C@@H:14]([OH:15])[C@H:12]1[OH:13]. (5) Given the product [NH2:8][C:6]1[N:5]2[N:16]=[CH:17][C:18]([CH:19]=[O:20])=[C:4]2[N:3]=[C:2]([NH:31][C:30]2[CH:32]=[CH:33][CH:34]=[C:28]([Cl:27])[CH:29]=2)[CH:7]=1, predict the reactants needed to synthesize it. The reactants are: Cl[C:2]1[CH:7]=[C:6]([NH:8]C(=O)OC(C)(C)C)[N:5]2[N:16]=[CH:17][C:18]([CH:19]=[O:20])=[C:4]2[N:3]=1.O1CCOCC1.[Cl:27][C:28]1[CH:29]=[C:30]([CH:32]=[CH:33][CH:34]=1)[NH2:31].O.C1(C)C=CC(S(O)(=O)=O)=CC=1.